Dataset: Forward reaction prediction with 1.9M reactions from USPTO patents (1976-2016). Task: Predict the product of the given reaction. (1) Given the reactants [CH:1]1([NH:4][C:5]2[S:6][CH:7]=[C:8]([C:10]3[CH:18]=[CH:17][C:13](C(O)=O)=[CH:12][CH:11]=3)[N:9]=2)[CH2:3][CH2:2]1.[CH3:19]I.[C:21](=[O:24])([O-])[O-:22].[K+].[K+].[Li+].[OH-].Cl, predict the reaction product. The product is: [CH:1]1([N:4]([CH3:19])[C:5]2[S:6][CH:7]=[C:8]([C:10]3[CH:11]=[CH:12][CH:13]=[CH:17][C:18]=3[C:21]([OH:22])=[O:24])[N:9]=2)[CH2:2][CH2:3]1. (2) Given the reactants [Fe:1]([Cl:3])[Cl:2].[CH3:4][C:5]1[CH:10]=[C:9]([N+:11]([O-:13])=[O:12])[CH:8]=[CH:7][C:6]=1[N:14]=[C:15]([C:17]1[CH:22]=[CH:21][CH:20]=[C:19]([C:23](=[N:25][C:26]2[CH:31]=[CH:30][C:29]([N+:32]([O-:34])=[O:33])=[CH:28][C:27]=2[CH3:35])[CH3:24])[N:18]=1)[CH3:16], predict the reaction product. The product is: [Fe:1]([Cl:3])[Cl:2].[CH3:4][C:5]1[CH:10]=[C:9]([N+:11]([O-:13])=[O:12])[CH:8]=[CH:7][C:6]=1[N:14]=[C:15]([C:17]1[CH:22]=[CH:21][CH:20]=[C:19]([C:23](=[N:25][C:26]2[CH:31]=[CH:30][C:29]([N+:32]([O-:34])=[O:33])=[CH:28][C:27]=2[CH3:35])[CH3:24])[N:18]=1)[CH3:16]. (3) The product is: [N:28]1([C:17]2([O:18][CH3:19])[C:16]([CH:20]([CH3:22])[CH3:21])=[N:15][N:14]([CH3:23])[C:13](=[O:29])[CH2:12]2)[C:38]2[C:33](=[CH:34][CH:35]=[CH:36][CH:37]=2)[CH:32]=[CH:31]1. Given the reactants ClC1N([C:12]2[C:13](=O)[N:14]([CH3:23])[N:15]=[C:16]([C:20]([CH3:22])=[CH2:21])[C:17]=2[O:18][CH3:19])C2C(C=1Cl)=CC=CC=2.C([O-])=O.[NH4+:28].[OH2:29].N1(C2C(=O)N(C)N=C(C(C)C)C=2OC)[C:38]2[C:33](=[CH:34][CH:35]=[CH:36][CH:37]=2)[CH:32]=[CH:31]1, predict the reaction product. (4) Given the reactants [CH3:1][O:2][C:3]1[CH:47]=[CH:46][CH:45]=[CH:44][C:4]=1[CH2:5][O:6][CH2:7][CH2:8][CH2:9][O:10][C:11]1[CH:16]=[CH:15][C:14]([CH:17]2[CH2:22][CH2:21][N:20]([C:23]([O:25][C:26]([CH3:29])([CH3:28])[CH3:27])=[O:24])[CH2:19][CH:18]2[O:30][CH2:31][CH2:32][O:33]S(C2C=CC(C)=CC=2)(=O)=O)=[CH:13][CH:12]=1.O[C:49]1[CH:54]=[CH:53][CH:52]=[CH:51][C:50]=1[CH2:55][CH2:56][C:57]([NH:59][CH3:60])=[O:58], predict the reaction product. The product is: [CH3:1][O:2][C:3]1[CH:47]=[CH:46][CH:45]=[CH:44][C:4]=1[CH2:5][O:6][CH2:7][CH2:8][CH2:9][O:10][C:11]1[CH:16]=[CH:15][C:14]([CH:17]2[CH2:22][CH2:21][N:20]([C:23]([O:25][C:26]([CH3:28])([CH3:27])[CH3:29])=[O:24])[CH2:19][CH:18]2[O:30][CH2:31][CH2:32][O:33][C:49]2[CH:54]=[CH:53][CH:52]=[CH:51][C:50]=2[CH2:55][CH2:56][C:57](=[O:58])[NH:59][CH3:60])=[CH:13][CH:12]=1. (5) Given the reactants [OH:1][C:2]1[CH:17]=[CH:16][C:5]2[CH2:6][CH2:7][N:8]([C:11]([O:13][CH2:14][CH3:15])=[O:12])[CH2:9][CH2:10][C:4]=2[CH:3]=1.[Br-:18].[Br-].[Br-].C[N+](C)(C)C1C=CC=CC=1.C[N+](C)(C)C1C=CC=CC=1.C[N+](C)(C)C1C=CC=CC=1, predict the reaction product. The product is: [Br:18][C:17]1[C:2]([OH:1])=[CH:3][C:4]2[CH2:10][CH2:9][N:8]([C:11]([O:13][CH2:14][CH3:15])=[O:12])[CH2:7][CH2:6][C:5]=2[CH:16]=1. (6) The product is: [OH:36][CH2:35][C:12]1([CH2:14][C:15]2[CH:20]=[CH:19][C:18]([CH2:21][C:22]3([CH2:38][OH:37])[C:34]4[CH:33]=[CH:32][CH:31]=[CH:30][C:29]=4[C:28]4[C:23]3=[CH:24][CH:25]=[CH:26][CH:27]=4)=[CH:17][CH:16]=2)[C:13]2[CH:1]=[CH:2][CH:3]=[CH:4][C:5]=2[C:6]2[C:11]1=[CH:10][CH:9]=[CH:8][CH:7]=2. Given the reactants [CH:1]1[C:13]2[CH:12]([CH2:14][C:15]3[CH:20]=[CH:19][C:18]([CH2:21][CH:22]4[C:34]5[CH:33]=[CH:32][CH:31]=[CH:30][C:29]=5[C:28]5[C:23]4=[CH:24][CH:25]=[CH:26][CH:27]=5)=[CH:17][CH:16]=3)[C:11]3[C:6](=[CH:7][CH:8]=[CH:9][CH:10]=3)[C:5]=2[CH:4]=[CH:3][CH:2]=1.[CH2:35]=[O:36].[O-:37][CH2:38]C.[Na+].Cl, predict the reaction product. (7) Given the reactants [Cl:1][C:2]1[C:7]([C:8]2[N:12]([S:13]([C:16]3[CH:21]=[CH:20][CH:19]=[C:18]([F:22])[CH:17]=3)(=[O:15])=[O:14])[CH:11]=[C:10]([CH2:23][N:24](C)[C:25](=O)OC(C)(C)C)[C:9]=2[F:33])=[CH:6][CH:5]=[CH:4][N:3]=1.C(OCC)(=O)C.Cl, predict the reaction product. The product is: [ClH:1].[Cl:1][C:2]1[C:7]([C:8]2[N:12]([S:13]([C:16]3[CH:21]=[CH:20][CH:19]=[C:18]([F:22])[CH:17]=3)(=[O:15])=[O:14])[CH:11]=[C:10]([CH2:23][NH:24][CH3:25])[C:9]=2[F:33])=[CH:6][CH:5]=[CH:4][N:3]=1.